This data is from Reaction yield outcomes from USPTO patents with 853,638 reactions. The task is: Predict the reaction yield, written as a fraction of the theoretical maximum amount of product (1.0 means a 100% yield; for example, 0.34 means a 34% yield). (1) The reactants are [CH3:1][O:2][C:3]1[CH:8]=[CH:7][C:6]([N+:9]([O-:11])=[O:10])=[CH:5][C:4]=1[OH:12].[CH3:13][N:14]1[CH2:18][CH2:17][CH2:16][C@H:15]1CO.C1(P(C2C=CC=CC=2)C2C=CC=CC=2)C=CC=CC=1.CCOC(/N=N/C(OCC)=O)=O. No catalyst specified. The product is [CH3:13][N:14]1[CH2:18][CH2:17][CH2:16][C@@H:15]1[O:12][C:4]1[CH:5]=[C:6]([N+:9]([O-:11])=[O:10])[CH:7]=[CH:8][C:3]=1[O:2][CH3:1]. The yield is 0.850. (2) The reactants are [F:1][C:2]1[CH:10]=[C:9]2[C:5]([CH:6]=[CH:7][N:8]2[Si:11]([CH:18]([CH3:20])[CH3:19])([CH:15]([CH3:17])[CH3:16])[CH:12]([CH3:14])[CH3:13])=[CH:4][CH:3]=1.C([Li])(CC)C.[C:26](=O)([O:30]CC)[O:27][CH2:28][CH3:29].[Cl-].[NH4+]. The catalyst is O1CCCC1. The product is [C:26]([C:3]1[CH:4]=[C:5]2[C:9](=[CH:10][C:2]=1[F:1])[N:8]([Si:11]([CH:15]([CH3:17])[CH3:16])([CH:18]([CH3:20])[CH3:19])[CH:12]([CH3:13])[CH3:14])[CH:7]=[CH:6]2)([O:27][CH2:28][CH3:29])=[O:30]. The yield is 0.460. (3) The reactants are C(OC([N:8]1[CH2:13][CH2:12][CH:11]([CH2:14][O:15][C:16]2[CH:40]=[CH:39][C:19]3[NH:20][C:21]([C:23]4[C:27]([NH:28][C:29](=[O:38])[C:30]5[C:35]([F:36])=[CH:34][CH:33]=[CH:32][C:31]=5[F:37])=[CH:26][NH:25][N:24]=4)=[N:22][C:18]=3[CH:17]=2)[CH2:10][CH2:9]1)=O)(C)(C)C.C(O)(C(F)(F)F)=O. The catalyst is C(Cl)Cl. The product is [F:37][C:31]1[CH:32]=[CH:33][CH:34]=[C:35]([F:36])[C:30]=1[C:29]([NH:28][C:27]1[C:23]([C:21]2[NH:20][C:19]3[CH:39]=[CH:40][C:16]([O:15][CH2:14][CH:11]4[CH2:10][CH2:9][NH:8][CH2:13][CH2:12]4)=[CH:17][C:18]=3[N:22]=2)=[N:24][NH:25][CH:26]=1)=[O:38]. The yield is 0.410. (4) The reactants are [CH:1]([O:4][C:5]([N:7]1[CH2:13][CH2:12][CH2:11][CH:10]([N:14]([C:30](=[O:32])[CH3:31])[CH2:15][C:16]2[CH:21]=[C:20]([C:22]([F:25])([F:24])[F:23])[CH:19]=[C:18]([C:26]([F:29])([F:28])[F:27])[CH:17]=2)[C:9]2[CH:33]=[CH:34][C:35](Br)=[CH:36][C:8]1=2)=[O:6])([CH3:3])[CH3:2].[C:38](=O)([O-])[O-:39].[Cs+].[Cs+].CO. The catalyst is C1(C)C=CC=CC=1.C(OCC)(=O)C.C([O-])(=O)C.[Pd+2].C([O-])(=O)C.C(P(C(C)(C)C)C1C=CC=CC=1C1C(C(C)C)=CC(C(C)C)=CC=1C(C)C)(C)(C)C. The product is [C:30]([N:14]([CH2:15][C:16]1[CH:21]=[C:20]([C:22]([F:25])([F:24])[F:23])[CH:19]=[C:18]([C:26]([F:29])([F:28])[F:27])[CH:17]=1)[CH:10]1[CH2:11][CH2:12][CH2:13][N:7]([C:5]([O:4][CH:1]([CH3:3])[CH3:2])=[O:6])[C:8]2[CH:36]=[C:35]([O:39][CH3:38])[CH:34]=[CH:33][C:9]1=2)(=[O:32])[CH3:31]. The yield is 0.300. (5) The reactants are [Si:1]([O:8][CH2:9][C:10]1[N:14]([CH2:15][C:16]([C:18]2[CH:23]=[CH:22][C:21]([Cl:24])=[CH:20][CH:19]=2)=O)[C:13]([C:25](O)=[O:26])=[CH:12][CH:11]=1)([C:4]([CH3:7])([CH3:6])[CH3:5])([CH3:3])[CH3:2].[CH2:28]([NH2:31])[CH2:29][NH2:30].C(Cl)Cl.O. The catalyst is ClCCCl. The product is [Si:1]([O:8][CH2:9][C:10]1[N:14]2[CH2:15][C:16]3([C:18]4[CH:23]=[CH:22][C:21]([Cl:24])=[CH:20][CH:19]=4)[NH:31][CH2:28][CH2:29][N:30]3[C:25](=[O:26])[C:13]2=[CH:12][CH:11]=1)([C:4]([CH3:6])([CH3:5])[CH3:7])([CH3:2])[CH3:3]. The yield is 0.420. (6) The reactants are [Li+].CC([N-]C(C)C)C.[CH2:9]([O:11][C:12](=[O:26])[CH:13]([O:15][C:16]1[CH:17]=[C:18]2[C:23](=[CH:24][CH:25]=1)[N:22]=[CH:21][CH:20]=[CH:19]2)[CH3:14])[CH3:10].[CH2:27]([O:34][C:35]1[CH:42]=[CH:41][C:38]([CH:39]=[O:40])=[CH:37][CH:36]=1)[C:28]1[CH:33]=[CH:32][CH:31]=[CH:30][CH:29]=1.CC(O)=O. The catalyst is C1COCC1.CCOCC. The product is [CH2:9]([O:11][C:12](=[O:26])[C:13]([CH3:14])([O:15][C:16]1[CH:17]=[C:18]2[C:23](=[CH:24][CH:25]=1)[N:22]=[CH:21][CH:20]=[CH:19]2)[CH:39]([C:38]1[CH:37]=[CH:36][C:35]([O:34][CH2:27][C:28]2[CH:29]=[CH:30][CH:31]=[CH:32][CH:33]=2)=[CH:42][CH:41]=1)[OH:40])[CH3:10]. The yield is 0.860.